Task: Predict the reactants needed to synthesize the given product.. Dataset: Full USPTO retrosynthesis dataset with 1.9M reactions from patents (1976-2016) (1) The reactants are: Cl[C:2]1[C:3]2[N:4]([C:8]([C@@H:11]3[CH2:16][CH2:15][CH2:14][CH2:13][N:12]3[C:17]([O:19][CH2:20][C:21]3[CH:26]=[CH:25][CH:24]=[CH:23][CH:22]=3)=[O:18])=[N:9][CH:10]=2)[CH:5]=[CH:6][N:7]=1.[C:27](=O)([O-])[O-].[K+].[K+]. Given the product [CH3:27][C:2]1[C:3]2[N:4]([C:8]([C@@H:11]3[CH2:16][CH2:15][CH2:14][CH2:13][N:12]3[C:17]([O:19][CH2:20][C:21]3[CH:26]=[CH:25][CH:24]=[CH:23][CH:22]=3)=[O:18])=[N:9][CH:10]=2)[CH:5]=[CH:6][N:7]=1, predict the reactants needed to synthesize it. (2) Given the product [CH2:12]([S:1][C:2]1[N:10]=[CH:9][CH:8]=[CH:7][C:3]=1[C:4]([OH:6])=[O:5])[CH2:13][CH3:14], predict the reactants needed to synthesize it. The reactants are: [SH:1][C:2]1[N:10]=[CH:9][CH:8]=[CH:7][C:3]=1[C:4]([OH:6])=[O:5].I[CH2:12][CH2:13][CH3:14]. (3) Given the product [F:50][C:44]1[CH:45]=[CH:46][C:47]([F:49])=[CH:48][C:43]=1/[CH:42]=[CH:41]/[CH2:40][N:24]1[CH2:23][CH2:22][N:21]([CH2:20][CH2:19][CH2:18][N:17]2[C:12]3[CH:11]=[C:10]([O:9][CH3:8])[CH:29]=[CH:28][C:13]=3[O:4][CH2:3][C:16]2=[O:27])[CH2:26][CH2:25]1, predict the reactants needed to synthesize it. The reactants are: FC(F)(F)[C:3](O)=[O:4].[CH3:8][O:9][C:10]1[CH:29]=[CH:28][C:13]2CO[C:16](=[O:27])[N:17]([CH2:18][CH2:19][CH2:20][N:21]3[CH2:26][CH2:25][NH:24][CH2:23][CH2:22]3)[C:12]=2[CH:11]=1.C(N(CC)C(C)C)(C)C.Cl[CH2:40]/[CH:41]=[CH:42]/[C:43]1[CH:48]=[C:47]([F:49])[CH:46]=[CH:45][C:44]=1[F:50].C(=O)([O-])[O-].[K+].[K+]. (4) Given the product [Cl:1][C:2]1[CH:7]=[CH:6][CH:5]=[CH:4][C:3]=1[N:8]1[C:12]([C:13]([OH:15])=[O:14])=[C:11]([CH3:18])[CH:10]=[N:9]1, predict the reactants needed to synthesize it. The reactants are: [Cl:1][C:2]1[CH:7]=[CH:6][CH:5]=[CH:4][C:3]=1[N:8]1[C:12]([C:13]([O:15]CC)=[O:14])=[C:11]([CH3:18])[CH:10]=[N:9]1.[OH-].[Na+]. (5) Given the product [C:1]([O:5][C:6]([NH:8][C@@H:9]([CH2:25][CH2:26][CH2:27][NH:28][C:29]([O:43][CH2:42][C:37]1[CH:38]=[CH:39][CH:40]=[CH:41][N:36]=1)=[O:30])[C:10]([NH:12][C:13]1[CH:18]=[CH:17][CH:16]=[CH:15][C:14]=1[CH2:19][CH2:20][C:21]([O:23][CH3:24])=[O:22])=[O:11])=[O:7])([CH3:2])([CH3:4])[CH3:3], predict the reactants needed to synthesize it. The reactants are: [C:1]([O:5][C:6]([NH:8][C@@H:9]([CH2:25][CH2:26][CH2:27][NH:28][C:29](N1C=CN=C1)=[O:30])[C:10]([NH:12][C:13]1[CH:18]=[CH:17][CH:16]=[CH:15][C:14]=1[CH2:19][CH2:20][C:21]([O:23][CH3:24])=[O:22])=[O:11])=[O:7])([CH3:4])([CH3:3])[CH3:2].[N:36]1[CH:41]=[CH:40][CH:39]=[CH:38][C:37]=1[CH2:42][OH:43]. (6) Given the product [ClH:65].[P:1]([OH:8])([OH:3])([O:13][CH2:14][CH2:15][N:16]([CH2:18][CH2:19][C@@H:20]([NH:29][C:30]1[CH:35]=[CH:34][C:33]([S:36](=[O:68])(=[O:67])[NH:37][C:38](=[O:66])[C:39]2[CH:40]=[CH:41][C:42]([N:45]3[CH2:50][CH2:49][CH:48]([C@H:51]([C:53]4[CH:58]=[CH:57][CH:56]=[CH:55][C:54]=4[C:59]4[CH:60]=[CH:61][C:62]([Cl:65])=[CH:63][CH:64]=4)[OH:52])[CH2:47][CH2:46]3)=[CH:43][CH:44]=2)=[CH:32][C:31]=1[S:69]([C:72]([F:73])([F:75])[F:74])(=[O:70])=[O:71])[CH2:21][S:22][C:23]1[CH:28]=[CH:27][CH:26]=[CH:25][CH:24]=1)[CH3:17])=[O:2], predict the reactants needed to synthesize it. The reactants are: [P:1]([O:13][CH2:14][CH2:15][N:16]([CH2:18][CH2:19][C@@H:20]([NH:29][C:30]1[CH:35]=[CH:34][C:33]([S:36](=[O:68])(=[O:67])[NH:37][C:38](=[O:66])[C:39]2[CH:44]=[CH:43][C:42]([N:45]3[CH2:50][CH2:49][CH:48]([C@H:51]([C:53]4[CH:58]=[CH:57][CH:56]=[CH:55][C:54]=4[C:59]4[CH:64]=[CH:63][C:62]([Cl:65])=[CH:61][CH:60]=4)[OH:52])[CH2:47][CH2:46]3)=[CH:41][CH:40]=2)=[CH:32][C:31]=1[S:69]([C:72]([F:75])([F:74])[F:73])(=[O:71])=[O:70])[CH2:21][S:22][C:23]1[CH:28]=[CH:27][CH:26]=[CH:25][CH:24]=1)[CH3:17])([O:8]C(C)(C)C)([O:3]C(C)(C)C)=[O:2].Cl. (7) Given the product [Br:1][C:2]1[C:3]([O:47][C:45]2[CH:44]=[CH:43][C:40]([C:41]#[N:42])=[C:39]([F:38])[CH:46]=2)=[CH:4][C:5]([F:30])=[C:6]([S:8]([N:11]([CH2:19][C:20]2[CH:25]=[CH:24][C:23]([O:26][CH3:27])=[CH:22][C:21]=2[O:28][CH3:29])[C:12]2[CH:17]=[CH:16][C:15]([F:18])=[CH:14][N:13]=2)(=[O:9])=[O:10])[CH:7]=1, predict the reactants needed to synthesize it. The reactants are: [Br:1][C:2]1[C:3](F)=[CH:4][C:5]([F:30])=[C:6]([S:8]([N:11]([CH2:19][C:20]2[CH:25]=[CH:24][C:23]([O:26][CH3:27])=[CH:22][C:21]=2[O:28][CH3:29])[C:12]2[CH:17]=[CH:16][C:15]([F:18])=[CH:14][N:13]=2)(=[O:10])=[O:9])[CH:7]=1.C([O-])([O-])=O.[K+].[K+].[F:38][C:39]1[CH:46]=[C:45]([OH:47])[CH:44]=[CH:43][C:40]=1[C:41]#[N:42].O.